This data is from Forward reaction prediction with 1.9M reactions from USPTO patents (1976-2016). The task is: Predict the product of the given reaction. (1) Given the reactants N[C:2]1[CH:3]=[C:4]2[C:8](=[CH:9][CH:10]=1)[NH:7][N:6]=[CH:5]2.N([O-])=O.[Na+].[ClH:15], predict the reaction product. The product is: [Cl:15][C:2]1[CH:3]=[C:4]2[C:8](=[CH:9][CH:10]=1)[NH:7][N:6]=[CH:5]2. (2) The product is: [Cl:30][C:17]1[C:18]([C:19]2[CH:24]=[CH:23][CH:22]=[CH:21][CH:20]=2)=[N:26][N:1]=[C:2]2[N:6]([CH2:7][C:8]([OH:10])=[O:9])[N:5]=[C:4]([C:11]3[CH:16]=[CH:15][CH:14]=[CH:13][CH:12]=3)[C:3]=12. Given the reactants [NH2:1][C:2]1[N:6]([CH2:7][C:8]([O-:10])=[O:9])[N:5]=[C:4]([C:11]2[CH:16]=[CH:15][CH:14]=[CH:13][CH:12]=2)[C:3]=1[C:17]#[C:18][C:19]1[CH:24]=[CH:23][CH:22]=[CH:21][CH:20]=1.[Na+].[N:26]([O-])=O.[Na+].[ClH:30], predict the reaction product.